This data is from Reaction yield outcomes from USPTO patents with 853,638 reactions. The task is: Predict the reaction yield, written as a fraction of the theoretical maximum amount of product (1.0 means a 100% yield; for example, 0.34 means a 34% yield). (1) The reactants are Cl.[OH:2][CH:3]([CH2:7][C:8]1[CH:13]=[CH:12][CH:11]=[CH:10][CH:9]=1)[C:4]([OH:6])=[O:5].[CH3:14]O. No catalyst specified. The product is [CH3:14][O:5][C:4](=[O:6])[CH:3]([OH:2])[CH2:7][C:8]1[CH:13]=[CH:12][CH:11]=[CH:10][CH:9]=1. The yield is 0.980. (2) The reactants are [NH2:1][C:2]1[N:3]([CH3:26])[C:4](=[O:25])[C:5]([C:17]2[CH:18]=[C:19]([CH:22]=[CH:23][CH:24]=2)[CH:20]=O)([C:7]2[CH:12]=[CH:11][C:10]([O:13][CH:14]([F:16])[F:15])=[CH:9][CH:8]=2)[N:6]=1.[NH:27]1[CH2:31][CH2:30][CH2:29][CH2:28]1.C(O[BH-](OC(=O)C)OC(=O)C)(=O)C.[Na+].[OH-].[Na+]. The catalyst is ClCCCl.C(O)(=O)C. The product is [NH2:1][C:2]1[N:3]([CH3:26])[C:4](=[O:25])[C:5]([C:7]2[CH:12]=[CH:11][C:10]([O:13][CH:14]([F:15])[F:16])=[CH:9][CH:8]=2)([C:17]2[CH:24]=[CH:23][CH:22]=[C:19]([CH2:20][N:27]3[CH2:31][CH2:30][CH2:29][CH2:28]3)[CH:18]=2)[N:6]=1. The yield is 0.820. (3) The reactants are Cl[CH2:2][CH2:3][O:4][CH2:5][CH2:6][OH:7].[N-:8]=[N+:9]=[N-:10].[Na+].[Cl-].[Na+]. The catalyst is O. The product is [N:8]([CH2:2][CH2:3][O:4][CH2:5][CH2:6][OH:7])=[N+:9]=[N-:10]. The yield is 0.690. (4) The reactants are [F:1][C:2]1[CH:7]=[C:6]([N+:8]([O-:10])=[O:9])[CH:5]=[CH:4][C:3]=1[OH:11].[CH2:12](Br)[C:13]1[CH:18]=[CH:17][CH:16]=[CH:15][CH:14]=1.C(=O)([O-])[O-].[K+].[K+]. The catalyst is CN(C=O)C. The product is [CH2:12]([O:11][C:3]1[CH:4]=[CH:5][C:6]([N+:8]([O-:10])=[O:9])=[CH:7][C:2]=1[F:1])[C:13]1[CH:18]=[CH:17][CH:16]=[CH:15][CH:14]=1. The yield is 0.950. (5) The catalyst is CN(C)C1C=CN=CC=1.O. The yield is 0.920. The reactants are [C:1]([O:4][C:5](=[O:7])[CH3:6])(=O)[CH3:2].OCC[N:11]([CH2:18][CH2:19][C:20]([O:22][CH3:23])=[O:21])[CH2:12][CH2:13][C:14]([O:16][CH3:17])=[O:15].C(N(CC)CC)C.C1COCC1. The product is [C:5]([O:4][CH2:1][CH2:2][N:11]([CH2:12][CH2:13][C:14]([O:16][CH3:17])=[O:15])[CH2:18][CH2:19][C:20]([O:22][CH3:23])=[O:21])(=[O:7])[CH3:6]. (6) The reactants are [Br:1][C:2]1[CH:11]=[CH:10][C:5]([C:6]([O:8][CH3:9])=[O:7])=[C:4]([CH3:12])[CH:3]=1.[Br:13]N1C(=O)CCC1=O. The catalyst is C(Cl)(Cl)(Cl)Cl.C(OOC(=O)C1C=CC=CC=1)(=O)C1C=CC=CC=1. The product is [Br:1][C:2]1[CH:11]=[CH:10][C:5]([C:6]([O:8][CH3:9])=[O:7])=[C:4]([CH2:12][Br:13])[CH:3]=1. The yield is 0.900.